Dataset: Reaction yield outcomes from USPTO patents with 853,638 reactions. Task: Predict the reaction yield, written as a fraction of the theoretical maximum amount of product (1.0 means a 100% yield; for example, 0.34 means a 34% yield). (1) The reactants are C(O)(C(F)(F)F)=O.[C:8]([C:10]1[N:11]=[CH:12][C:13]([NH:18][C:19]2[N:24]=[CH:23][N:22]=[C:21]([NH:25][CH2:26][CH:27]3[CH2:32][CH2:31][N:30](C(OC(C)(C)C)=O)[CH2:29][CH2:28]3)[CH:20]=2)=[N:14][C:15]=1[O:16][CH3:17])#[N:9]. The catalyst is ClCCl. The product is [CH3:17][O:16][C:15]1[C:10]([C:8]#[N:9])=[N:11][CH:12]=[C:13]([NH:18][C:19]2[CH:20]=[C:21]([NH:25][CH2:26][CH:27]3[CH2:28][CH2:29][NH:30][CH2:31][CH2:32]3)[N:22]=[CH:23][N:24]=2)[N:14]=1. The yield is 0.650. (2) The reactants are [O:1]1[C:5]([C:6]2[CH:14]=[CH:13][C:9]([C:10]([NH2:12])=O)=[CH:8][CH:7]=2)=[CH:4][N:3]=[CH:2]1.B.C1COCC1. The catalyst is C1COCC1. The product is [O:1]1[C:5]([C:6]2[CH:7]=[CH:8][C:9]([CH2:10][NH2:12])=[CH:13][CH:14]=2)=[CH:4][N:3]=[CH:2]1. The yield is 0.320. (3) The reactants are [OH:1][C:2]1[CH:7]=[CH:6][C:5]([C:8](=[O:11])[CH2:9][CH3:10])=[CH:4][CH:3]=1.C([O-])([O-])=O.[K+].[K+].[CH2:18](Br)[CH:19]=[CH2:20]. The catalyst is CN(C=O)C. The product is [CH2:20]([O:1][C:2]1[CH:3]=[CH:4][C:5]([C:8](=[O:11])[CH2:9][CH3:10])=[CH:6][CH:7]=1)[CH:19]=[CH2:18]. The yield is 0.970. (4) The reactants are [CH3:1][C:2]1[CH:7]=[CH:6][CH:5]=[CH:4][C:3]=1I.[C:9]1([CH3:17])[C:10]([C:15]#[N:16])=[CH:11][CH:12]=[CH:13][CH:14]=1.[H-].[H-].[H-].[H-].[Li+].[Al+3].[OH-].[Na+]. The catalyst is C1COCC1.O. The product is [C:9]1([CH3:17])[CH:14]=[CH:13][CH:12]=[CH:11][C:10]=1[CH:15]([C:3]1[CH:4]=[CH:5][CH:6]=[CH:7][C:2]=1[CH3:1])[NH2:16]. The yield is 0.960. (5) The catalyst is ClCCCl. The product is [Cl:9][CH2:10][C:11]([NH:8][C:6]1[CH:5]=[CH:4][N:3]=[C:2]([CH3:1])[N:7]=1)=[O:12]. The yield is 0.0750. The reactants are [CH3:1][C:2]1[N:7]=[C:6]([NH2:8])[CH:5]=[CH:4][N:3]=1.[Cl:9][CH2:10][C:11](Cl)=[O:12].